This data is from Full USPTO retrosynthesis dataset with 1.9M reactions from patents (1976-2016). The task is: Predict the reactants needed to synthesize the given product. (1) Given the product [CH3:2][N:3]([CH3:12])[C:4]([C@@H:6]1[CH2:11][CH2:10][CH2:9][CH2:8][N:7]1[C:18]([C:19]1[CH:24]=[CH:23][CH:22]=[CH:21][CH:20]=1)=[O:25])=[O:5], predict the reactants needed to synthesize it. The reactants are: Cl.[CH3:2][N:3]([CH3:12])[C:4]([C@@H:6]1[CH2:11][CH2:10][CH2:9][CH2:8][NH:7]1)=[O:5].C(=O)(O)[O-].[Na+].[C:18](Cl)(=[O:25])[C:19]1[CH:24]=[CH:23][CH:22]=[CH:21][CH:20]=1. (2) Given the product [CH3:1][S:2]([C:5]1[CH:10]=[CH:9][CH:8]=[CH:7][C:6]=1[C:11]1[CH:12]=[CH:13][C:14]([NH:17][C:18](=[O:32])[CH:19]([O:23][C:24]2[CH:29]=[CH:28][CH:27]=[C:26]([C:30](=[NH:31])[NH:36][OH:35])[CH:25]=2)[CH2:20][CH2:21][CH3:22])=[CH:15][CH:16]=1)(=[O:3])=[O:4], predict the reactants needed to synthesize it. The reactants are: [CH3:1][S:2]([C:5]1[CH:10]=[CH:9][CH:8]=[CH:7][C:6]=1[C:11]1[CH:16]=[CH:15][C:14]([NH:17][C:18](=[O:32])[CH:19]([O:23][C:24]2[CH:29]=[CH:28][CH:27]=[C:26]([C:30]#[N:31])[CH:25]=2)[CH2:20][CH2:21][CH3:22])=[CH:13][CH:12]=1)(=[O:4])=[O:3].Cl.[Cl-].[OH:35][NH3+:36].C(N(CC)CC)C.